From a dataset of Forward reaction prediction with 1.9M reactions from USPTO patents (1976-2016). Predict the product of the given reaction. (1) Given the reactants Cl.Cl.[F:3][C:4]1[C:12]([C:13]2[C:21]3[C:20]([NH2:22])=[N:19][CH:18]=[N:17][C:16]=3[N:15]([CH3:23])[CH:14]=2)=[CH:11][CH:10]=[C:9]2[C:5]=1[CH2:6][CH2:7][NH:8]2.CN(C(ON1N=NC2C=CC=NC1=2)=[N+](C)C)C.F[P-](F)(F)(F)(F)F.CCN(C(C)C)C(C)C.[F:57][C:58]1[CH:63]=[CH:62][C:61]([CH2:64][C:65](O)=[O:66])=[CH:60][CH:59]=1, predict the reaction product. The product is: [F:3][C:4]1[C:12]([C:13]2[C:21]3[C:20]([NH2:22])=[N:19][CH:18]=[N:17][C:16]=3[N:15]([CH3:23])[CH:14]=2)=[CH:11][CH:10]=[C:9]2[C:5]=1[CH2:6][CH2:7][N:8]2[C:65](=[O:66])[CH2:64][C:61]1[CH:62]=[CH:63][C:58]([F:57])=[CH:59][CH:60]=1. (2) Given the reactants [NH2:1][CH2:2][C:3]1[CH:8]=[CH:7][O:6][CH2:5][CH:4]=1.[CH2:9]([N:11]([C:15]1[CH:20]=[CH:19][C:18](F)=[C:17]([N+:22]([O-:24])=[O:23])[CH:16]=1)[C:12](=[O:14])[CH3:13])[CH3:10].C(=O)([O-])[O-].[Na+].[Na+], predict the reaction product. The product is: [CH2:9]([N:11]([C:15]1[CH:20]=[CH:19][C:18]([NH:1][CH2:2][CH:3]2[CH2:4][CH2:5][O:6][CH2:7][CH2:8]2)=[C:17]([N+:22]([O-:24])=[O:23])[CH:16]=1)[C:12](=[O:14])[CH3:13])[CH3:10].